Task: Regression. Given a peptide amino acid sequence and an MHC pseudo amino acid sequence, predict their binding affinity value. This is MHC class II binding data.. Dataset: Peptide-MHC class II binding affinity with 134,281 pairs from IEDB (1) The binding affinity (normalized) is 0. The MHC is DRB1_0101 with pseudo-sequence DRB1_0101. The peptide sequence is AVFKDSFLGK. (2) The binding affinity (normalized) is 0.0939. The MHC is DRB1_0401 with pseudo-sequence DRB1_0401. The peptide sequence is MNFDIPEEIKQLQQF. (3) The peptide sequence is GKSSFCDICGEELPT. The MHC is DRB1_1101 with pseudo-sequence DRB1_1101. The binding affinity (normalized) is 0. (4) The peptide sequence is EAIIRILQQLLFIHF. The MHC is DRB4_0101 with pseudo-sequence DRB4_0103. The binding affinity (normalized) is 0.511. (5) The peptide sequence is GNFERISGDLKTQID. The MHC is DRB1_1201 with pseudo-sequence DRB1_1201. The binding affinity (normalized) is 0.0780. (6) The peptide sequence is MSWQTYVDEHLMCEI. The MHC is DRB1_0301 with pseudo-sequence DRB1_0301. The binding affinity (normalized) is 0.550.